This data is from CYP1A2 inhibition data for predicting drug metabolism from PubChem BioAssay. The task is: Regression/Classification. Given a drug SMILES string, predict its absorption, distribution, metabolism, or excretion properties. Task type varies by dataset: regression for continuous measurements (e.g., permeability, clearance, half-life) or binary classification for categorical outcomes (e.g., BBB penetration, CYP inhibition). Dataset: cyp1a2_veith. (1) The compound is Cc1cc(Cl)ccc1OCC(=O)Oc1c(Cl)c(Cl)c(Cl)c(Cl)c1Cl. The result is 1 (inhibitor). (2) The compound is Cc1[nH]c2c(C)ccc(C)c2c1CC(=O)O. The result is 1 (inhibitor). (3) The drug is FC(F)(F)c1ccccc1-c1nc(NCc2cccnc2)c2ccccc2n1. The result is 1 (inhibitor). (4) The result is 0 (non-inhibitor). The molecule is CC(=O)N1CCC2(CCCN(c3ccncc3)C2)CC1.